This data is from Experimentally validated miRNA-target interactions with 360,000+ pairs, plus equal number of negative samples. The task is: Binary Classification. Given a miRNA mature sequence and a target amino acid sequence, predict their likelihood of interaction. The miRNA is hsa-miR-520c-3p with sequence AAAGUGCUUCCUUUUAGAGGGU. The protein sequence of the target gene is MGKTVASLGQGTRPDPVRSFNRWKKKHSHRQHQKKERRKQLKKPEWQVEREGISRLMQNYEKINVNEITRFSDFPLSKKTLKGLQEAQYRLVTEIQKQTIGLALQGKDVLGAAKTGSGKTLAFLVPVLEALYRLQWTSTDGLGVLIISPTRELAYQTFEVLRKVGKNHDFSAGLIIGGKDLKHEAERINNINILVCTPGRLLQHMDETICFHATNLQMLVLDEADRILDMGFADTMNAIIENLPKKRQTLLFSATQTKSVKDLARLSLKDPEYVWVHEKAKYSTPATLEQNYIICELHQK.... Result: 0 (no interaction).